Predict which catalyst facilitates the given reaction. From a dataset of Catalyst prediction with 721,799 reactions and 888 catalyst types from USPTO. Reactant: C([O:8][C:9]1[N:14]=[C:13]([N:15](CC2C=CC(OC)=CC=2OC)[S:16]([C:19]2[CH:24]=[C:23]([Cl:25])[C:22]([O:26][C@H:27]3[CH2:32][CH2:31][CH2:30][CH2:29][C@@H:28]3[C:33]3[N:37]([CH3:38])[N:36]=[CH:35][CH:34]=3)=[CH:21][C:20]=2[F:39])(=[O:18])=[O:17])[CH:12]=[CH:11][N:10]=1)C1C=CC=CC=1.C([SiH](CC)CC)C.FC(F)(F)C(O)=O. The catalyst class is: 4. Product: [Cl:25][C:23]1[C:22]([O:26][C@H:27]2[CH2:32][CH2:31][CH2:30][CH2:29][C@@H:28]2[C:33]2[N:37]([CH3:38])[N:36]=[CH:35][CH:34]=2)=[CH:21][C:20]([F:39])=[C:19]([S:16]([NH:15][C:13]2[NH:14][C:9](=[O:8])[N:10]=[CH:11][CH:12]=2)(=[O:18])=[O:17])[CH:24]=1.